From a dataset of Catalyst prediction with 721,799 reactions and 888 catalyst types from USPTO. Predict which catalyst facilitates the given reaction. (1) Reactant: [F:1][C:2]([F:20])([F:19])[C:3]1[CH:8]=[N:7][N:6]2[C:9]([C:12]3[CH:13]=[C:14]([NH2:18])[CH:15]=[CH:16][CH:17]=3)=[CH:10][N:11]=[C:5]2[N:4]=1.CO[CH:23]1[CH2:27][CH2:26][CH:25](OC)O1. Product: [N:18]1([C:14]2[CH:13]=[C:12]([C:9]3[N:6]4[N:7]=[CH:8][C:3]([C:2]([F:1])([F:19])[F:20])=[N:4][C:5]4=[N:11][CH:10]=3)[CH:17]=[CH:16][CH:15]=2)[CH:23]=[CH:27][CH:26]=[CH:25]1. The catalyst class is: 15. (2) The catalyst class is: 269. Reactant: [Br:1][C:2]1[C:14]2[C:13]3[CH2:12][CH2:11][N:10]([C:15](=[O:36])[CH:16]([N:23]4[CH2:28][CH2:27][N:26](C(OC(C)(C)C)=O)[CH2:25][CH2:24]4)[C:17]4[CH:22]=[CH:21][CH:20]=[CH:19][CH:18]=4)[CH2:9][C:8]=3[CH:7]=[N:6][C:5]=2[NH:4][N:3]=1.[ClH:37]. Product: [Cl-:37].[Br:1][C:2]1[C:14]2[C:13]3[CH2:12][CH2:11][N:10]([C:15](=[O:36])[CH:16]([N:23]4[CH2:24][CH2:25][NH2+:26][CH2:27][CH2:28]4)[C:17]4[CH:18]=[CH:19][CH:20]=[CH:21][CH:22]=4)[CH2:9][C:8]=3[CH:7]=[N:6][C:5]=2[NH:4][N:3]=1.